This data is from Reaction yield outcomes from USPTO patents with 853,638 reactions. The task is: Predict the reaction yield, written as a fraction of the theoretical maximum amount of product (1.0 means a 100% yield; for example, 0.34 means a 34% yield). The reactants are [C:1]([N:8]1[CH2:14][CH2:13][CH2:12][NH:11][CH2:10][CH2:9]1)([O:3][C:4]([CH3:7])([CH3:6])[CH3:5])=[O:2].BrC1[CH:23]=[CH:22][C:21]([O:24][CH3:25])=[CH:20][C:17]=1[C:18]#[N:19].CC1(C)C2C(=C(P(C3C=CC=CC=3)C3C=CC=CC=3)C=CC=2)OC2C(P(C3C=CC=CC=3)C3C=CC=CC=3)=CC=CC1=2.CC(C)([O-])C.[Na+]. The catalyst is O1CCOCC1.C1C=CC(/C=C/C(/C=C/C2C=CC=CC=2)=O)=CC=1.C1C=CC(/C=C/C(/C=C/C2C=CC=CC=2)=O)=CC=1.C1C=CC(/C=C/C(/C=C/C2C=CC=CC=2)=O)=CC=1.[Pd].[Pd]. The product is [C:4]([O:3][C:1]([N:8]1[CH2:9][CH2:10][N:11]([C:12]2[CH:23]=[CH:22][C:21]([O:24][CH3:25])=[CH:20][C:17]=2[C:18]#[N:19])[CH2:13][CH2:14]1)=[O:2])([CH3:5])([CH3:6])[CH3:7]. The yield is 0.920.